This data is from Catalyst prediction with 721,799 reactions and 888 catalyst types from USPTO. The task is: Predict which catalyst facilitates the given reaction. Reactant: [NH2:1][C:2]1[C:7]([C:8](=[O:10])[CH3:9])=[CH:6][CH:5]=[CH:4][N:3]=1.[C:11]([O:15][C:16](O[C:16]([O:15][C:11]([CH3:14])([CH3:13])[CH3:12])=[O:17])=[O:17])([CH3:14])([CH3:13])[CH3:12]. Product: [C:8]([C:7]1[C:2]([NH:1][C:16](=[O:17])[O:15][C:11]([CH3:14])([CH3:13])[CH3:12])=[N:3][CH:4]=[CH:5][CH:6]=1)(=[O:10])[CH3:9]. The catalyst class is: 107.